This data is from Forward reaction prediction with 1.9M reactions from USPTO patents (1976-2016). The task is: Predict the product of the given reaction. (1) Given the reactants CO[C:3]([C:5]1[C:6](=[O:25])[O:7][C:8]2[C:13]([C:14]=1[OH:15])=[C:12]([O:16][CH2:17][C:18]1[CH:23]=[CH:22][C:21]([F:24])=[CH:20][CH:19]=1)[CH:11]=[CH:10][CH:9]=2)=[O:4].[NH2:26][C@H:27]([C:29]([OH:31])=[O:30])[CH3:28].C[O-].[Na+], predict the reaction product. The product is: [F:24][C:21]1[CH:20]=[CH:19][C:18]([CH2:17][O:16][C:12]2[CH:11]=[CH:10][CH:9]=[C:8]3[C:13]=2[C:14]([OH:15])=[C:5]([C:3]([NH:26][C@@H:27]([CH3:28])[C:29]([OH:31])=[O:30])=[O:4])[C:6](=[O:25])[O:7]3)=[CH:23][CH:22]=1. (2) Given the reactants [CH2:1]([N:3]([CH2:18][CH3:19])[C:4](=[O:17])[C:5]1[CH:10]=[CH:9][CH:8]=[C:7]([C:11]2[CH:16]=[CH:15][N:14]=[CH:13][CH:12]=2)[CH:6]=1)[CH3:2].[H][H].C(=O)([O-])[O-].[K+].[K+].[C:28](O[C:28]([O:30][C:31]([CH3:34])([CH3:33])[CH3:32])=[O:29])([O:30][C:31]([CH3:34])([CH3:33])[CH3:32])=[O:29], predict the reaction product. The product is: [CH2:18]([N:3]([CH2:1][CH3:2])[C:4]([C:5]1[CH:6]=[C:7]([CH:11]2[CH2:12][CH2:13][N:14]([C:28]([O:30][C:31]([CH3:34])([CH3:33])[CH3:32])=[O:29])[CH2:15][CH2:16]2)[CH:8]=[CH:9][CH:10]=1)=[O:17])[CH3:19]. (3) Given the reactants [OH:1][C:2]1[CH:7]=[CH:6][C:5]([C:8]2[CH:13]=[CH:12][C:11]([OH:14])=[CH:10][CH:9]=2)=[CH:4][CH:3]=1.[OH-].[K+].Br[CH2:18][CH2:19][CH2:20][CH2:21][CH2:22][CH2:23][CH2:24][CH3:25], predict the reaction product. The product is: [CH2:18]([O:1][C:2]1[CH:3]=[CH:4][C:5]([C:8]2[CH:13]=[CH:12][C:11]([O:14][CH2:6][CH2:7][CH2:2][CH2:3][CH2:4][CH2:5][CH2:8][CH3:9])=[CH:10][CH:9]=2)=[CH:6][CH:7]=1)[CH2:19][CH2:20][CH2:21][CH2:22][CH2:23][CH2:24][CH3:25]. (4) The product is: [Cl:39][C:25]1[C:26]([NH:28][CH:29]2[CH:34]3[CH2:35][CH:31]([CH:32]=[CH:33]3)[CH:30]2[C:36]([NH2:38])=[O:37])=[N:27][C:22]([NH:20][C:4]2[CH:5]=[CH:6][C:7]3[CH2:13][CH2:12][CH:11]([N:14]([CH2:16][CH2:17][O:18][CH3:19])[CH3:15])[CH2:10][CH2:9][C:8]=3[C:3]=2[O:2][CH3:1])=[N:23][CH:24]=1. Given the reactants [CH3:1][O:2][C:3]1[C:8]2[CH2:9][CH2:10][CH:11]([N:14]([CH2:16][CH2:17][O:18][CH3:19])[CH3:15])[CH2:12][CH2:13][C:7]=2[CH:6]=[CH:5][C:4]=1[NH2:20].Cl[C:22]1[N:27]=[C:26]([NH:28][C@@H:29]2[C@@H:34]3[CH2:35][C@@H:31]([CH:32]=[CH:33]3)[C@@H:30]2[C:36]([NH2:38])=[O:37])[C:25]([Cl:39])=[CH:24][N:23]=1, predict the reaction product. (5) Given the reactants Cl[C:2]1[CH:3]=[CH:4][C:5]2[N:6]([C:8]([C@@H:11]([OH:13])[CH3:12])=[N:9][N:10]=2)[N:7]=1.[CH3:14][N:15]1[CH:19]=[C:18](B2OC(C)(C)C(C)(C)O2)[CH:17]=[N:16]1.C(=O)([O-])[O-].[K+].[K+].O1CCOCC1, predict the reaction product. The product is: [CH3:14][N:15]1[CH:19]=[C:18]([C:2]2[CH:3]=[CH:4][C:5]3[N:6]([C:8]([C@@H:11]([OH:13])[CH3:12])=[N:9][N:10]=3)[N:7]=2)[CH:17]=[N:16]1. (6) Given the reactants O1CCCC1.P(Br)(Br)[Br:7].CC1C=CC(S(O[C:21]2[CH2:25][CH:24]([C:26](=[O:43])[NH:27][C:28]3[CH:33]=[CH:32][C:31]([Cl:34])=[CH:30][C:29]=3[C:35](=[O:42])[NH:36][CH:37]([CH:39]3[CH2:41][CH2:40]3)[CH3:38])[N:23]([C:44]3[C:49]([Cl:50])=[CH:48][CH:47]=[CH:46][N:45]=3)[N:22]=2)(=O)=O)=CC=1, predict the reaction product. The product is: [Br:7][C:21]1[CH2:25][CH:24]([C:26]([NH:27][C:28]2[CH:33]=[CH:32][C:31]([Cl:34])=[CH:30][C:29]=2[C:35](=[O:42])[NH:36][CH:37]([CH:39]2[CH2:41][CH2:40]2)[CH3:38])=[O:43])[N:23]([C:44]2[C:49]([Cl:50])=[CH:48][CH:47]=[CH:46][N:45]=2)[N:22]=1. (7) Given the reactants Br[C:2]1[CH:8]=[CH:7][C:5]([NH2:6])=[C:4]([S:9]([CH3:12])(=[O:11])=[O:10])[CH:3]=1.[CH3:13][N:14]1[CH:18]=[C:17](B2OC(C)(C)C(C)(C)O2)[CH:16]=[N:15]1.C([O-])([O-])=O.[Na+].[Na+], predict the reaction product. The product is: [CH3:13][N:14]1[CH:18]=[C:17]([C:2]2[CH:8]=[CH:7][C:5]([NH2:6])=[C:4]([S:9]([CH3:12])(=[O:11])=[O:10])[CH:3]=2)[CH:16]=[N:15]1.